From a dataset of Full USPTO retrosynthesis dataset with 1.9M reactions from patents (1976-2016). Predict the reactants needed to synthesize the given product. (1) Given the product [F:26][C:21]1[CH:22]=[CH:23][CH:24]=[CH:25][C:20]=1[N:19]([CH:16]([CH3:18])[CH3:17])[C:13]([C:9]1[N:8]([CH2:1][C:2]2[CH:3]=[CH:4][CH:5]=[CH:6][CH:7]=2)[CH:12]=[CH:11][N:10]=1)=[O:15], predict the reactants needed to synthesize it. The reactants are: [CH2:1]([N:8]1[CH:12]=[CH:11][N:10]=[C:9]1[C:13]([OH:15])=O)[C:2]1[CH:7]=[CH:6][CH:5]=[CH:4][CH:3]=1.[CH:16]([NH:19][C:20]1[CH:25]=[CH:24][CH:23]=[CH:22][C:21]=1[F:26])([CH3:18])[CH3:17].C(=O)(O)[O-].[Na+].O. (2) The reactants are: [O:1]=[C:2]([C:8]1[CH:13]=[CH:12][CH:11]=[CH:10][CH:9]=1)[CH2:3][CH2:4][C:5]([OH:7])=[O:6].[CH:14](OC)(OC)[O:15]C.[OH-].[K+:22].[CH3:23]O. Given the product [CH3:23][O:1][C:2]([O:15][CH3:14])([C:8]1[CH:13]=[CH:12][CH:11]=[CH:10][CH:9]=1)[CH2:3][CH2:4][C:5]([O-:7])=[O:6].[K+:22], predict the reactants needed to synthesize it. (3) Given the product [OH:50][CH2:43][CH2:44][O:1][C:2]1[C:11](=[O:12])[C:10]2[C:5](=[CH:6][C:7]([O:13][CH2:14][C:15]3[CH:16]=[CH:17][CH:18]=[CH:19][CH:20]=3)=[CH:8][CH:9]=2)[O:4][C:3]=1[C:21]1[CH:26]=[CH:25][C:24]([O:27][CH2:28][C:29]2[CH:30]=[CH:31][CH:32]=[CH:33][CH:34]=2)=[C:23]([O:35][CH2:36][C:37]2[CH:42]=[CH:41][CH:40]=[CH:39][CH:38]=2)[CH:22]=1, predict the reactants needed to synthesize it. The reactants are: [OH:1][C:2]1[C:11](=[O:12])[C:10]2[C:5](=[CH:6][C:7]([O:13][CH2:14][C:15]3[CH:20]=[CH:19][CH:18]=[CH:17][CH:16]=3)=[CH:8][CH:9]=2)[O:4][C:3]=1[C:21]1[CH:26]=[CH:25][C:24]([O:27][CH2:28][C:29]2[CH:34]=[CH:33][CH:32]=[CH:31][CH:30]=2)=[C:23]([O:35][CH2:36][C:37]2[CH:42]=[CH:41][CH:40]=[CH:39][CH:38]=2)[CH:22]=1.[CH2:43]([O:50]C1C=C(C=CC=1OCC1C=CC=CC=1)C1OC2C(C(=O)C=1)=CC=C(OCCO)C=2)[C:44]1C=CC=CC=1. (4) Given the product [C:3]([C:6]1[N:11]=[C:10]([C:12]2[CH:17]=[CH:16][C:15]([C:18]3[CH:23]=[CH:22][C:21]([CH2:24][C:25]([NH:27][CH2:28][CH2:29][C:30]([OH:32])=[O:31])=[O:26])=[CH:20][C:19]=3[Cl:35])=[CH:14][CH:13]=2)[C:9]([CH3:36])=[N:8][C:7]=1[CH3:37])(=[O:5])[NH2:4], predict the reactants needed to synthesize it. The reactants are: [OH-].[K+].[C:3]([C:6]1[N:11]=[C:10]([C:12]2[CH:17]=[CH:16][C:15]([C:18]3[CH:23]=[CH:22][C:21]([CH2:24][C:25]([NH:27][CH2:28][CH2:29][C:30]([O:32]CC)=[O:31])=[O:26])=[CH:20][C:19]=3[Cl:35])=[CH:14][CH:13]=2)[C:9]([CH3:36])=[N:8][C:7]=1[CH3:37])(=[O:5])[NH2:4].